From a dataset of Reaction yield outcomes from USPTO patents with 853,638 reactions. Predict the reaction yield, written as a fraction of the theoretical maximum amount of product (1.0 means a 100% yield; for example, 0.34 means a 34% yield). The reactants are [F:1][C:2]([F:13])([F:12])[C:3]1[N:8]=[CH:7][C:6]([C:9]([NH2:11])=[NH:10])=[CH:5][CH:4]=1.[F:14][C:15]([F:24])([F:23])[C:16]#[C:17][C:18](OCC)=[O:19].[OH-].[K+]. The catalyst is C(O)C. The product is [OH:19][C:18]1[CH:17]=[C:16]([C:15]([F:24])([F:23])[F:14])[N:11]=[C:9]([C:6]2[CH:7]=[N:8][C:3]([C:2]([F:12])([F:1])[F:13])=[CH:4][CH:5]=2)[N:10]=1. The yield is 0.940.